From a dataset of Forward reaction prediction with 1.9M reactions from USPTO patents (1976-2016). Predict the product of the given reaction. (1) Given the reactants [CH:1]12[N:8]([C:9]([O:11][C:12]([CH3:15])([CH3:14])[CH3:13])=[O:10])[CH:5]([CH2:6][CH2:7]1)[CH2:4][NH:3][CH2:2]2.N1([C:21]([O:23][C:24]2([C:28]([F:31])([F:30])[F:29])[CH2:27][CH2:26][CH2:25]2)=[O:22])C=CN=C1.C(N(CC)CC)C, predict the reaction product. The product is: [CH:1]12[N:8]([C:9]([O:11][C:12]([CH3:15])([CH3:14])[CH3:13])=[O:10])[CH:5]([CH2:6][CH2:7]1)[CH2:4][N:3]([C:21]([O:23][C:24]1([C:28]([F:29])([F:30])[F:31])[CH2:25][CH2:26][CH2:27]1)=[O:22])[CH2:2]2. (2) Given the reactants Cl[C:2]1[CH:15]=[CH:14][C:5]([C:6]([C:8]2[CH:13]=[CH:12][CH:11]=[CH:10][CH:9]=2)=[O:7])=[CH:4][CH:3]=1.[SH:16][CH2:17][C:18]([OH:20])=[O:19].CC(N(C)C)=O.[OH-].[Na+], predict the reaction product. The product is: [C:18]([CH2:17][S:16][C:2]1[CH:15]=[CH:14][C:5]([C:6]([C:8]2[CH:13]=[CH:12][CH:11]=[CH:10][CH:9]=2)=[O:7])=[CH:4][CH:3]=1)([OH:20])=[O:19]. (3) Given the reactants [NH:1]1[C:9]2[C:4](=[CH:5][CH:6]=[C:7]([C:10]([O:12][CH3:13])=[O:11])[CH:8]=2)[CH:3]=[CH:2]1.[Cl-].[Al+3].[Cl-].[Cl-].Br[CH:19]([CH3:21])[CH3:20].C(=O)([O-])O.[Na+], predict the reaction product. The product is: [CH:19]([C:3]1[C:4]2[C:9](=[CH:8][C:7]([C:10]([O:12][CH3:13])=[O:11])=[CH:6][CH:5]=2)[NH:1][CH:2]=1)([CH3:21])[CH3:20]. (4) Given the reactants [NH2:1][CH2:2][CH2:3][CH2:4][N:5]1[C:10]([C:11]2[CH:16]=[C:15]([Cl:17])[CH:14]=[CH:13][C:12]=2[O:18][CH3:19])=[CH:9][C:8](=[O:20])[NH:7][C:6]1=[S:21].[CH3:22][O:23][C:24](=[O:33])[N:25]=[C:26](N)[N:27]1C=CC=N1.C(N(CC)C(C)C)(C)C, predict the reaction product. The product is: [CH3:22][O:23][C:24](=[O:33])[N:25]=[C:26]([NH2:27])[NH:1][CH2:2][CH2:3][CH2:4][N:5]1[C:10]([C:11]2[CH:16]=[C:15]([Cl:17])[CH:14]=[CH:13][C:12]=2[O:18][CH3:19])=[CH:9][C:8](=[O:20])[NH:7][C:6]1=[S:21]. (5) Given the reactants C([OH:3])C.[OH:4][C:5]1[C:6]([C:19](=NO)[CH2:20][CH2:21][C:22]2[S:23][C:24]3[CH:33]=[C:32]([C:34]([F:37])([F:36])[F:35])[CH:31]=[CH:30][C:25]=3[C:26]=2[CH2:27][CH2:28][CH3:29])=[CH:7][C:8]([CH3:18])=[C:9]([CH:17]=1)[O:10][CH2:11][C:12]([O:14]CC)=[O:13].O.[OH-].[Li+].Cl, predict the reaction product. The product is: [OH:4][C:5]1[C:6]([C:19](=[O:3])[CH2:20][CH2:21][C:22]2[S:23][C:24]3[CH:33]=[C:32]([C:34]([F:36])([F:35])[F:37])[CH:31]=[CH:30][C:25]=3[C:26]=2[CH2:27][CH2:28][CH3:29])=[CH:7][C:8]([CH3:18])=[C:9]([CH:17]=1)[O:10][CH2:11][C:12]([OH:14])=[O:13]. (6) The product is: [Cl:16][C:5]1[CH:6]=[C:7]([N:10]2[CH2:11][CH2:12][O:13][CH2:14][CH2:15]2)[CH:8]=[CH:9][C:4]=1[C:3]([OH:17])=[O:2]. Given the reactants C[O:2][C:3](=[O:17])[C:4]1[CH:9]=[CH:8][C:7]([N:10]2[CH2:15][CH2:14][O:13][CH2:12][CH2:11]2)=[CH:6][C:5]=1[Cl:16].[OH-].[Na+].Cl, predict the reaction product. (7) Given the reactants [C:1]([O:5][C:6]([N:8]1[CH2:13][CH2:12][N:11]([C:14]([C:16]2[C:24]3[C:19](=[CH:20][C:21]([Cl:25])=[CH:22][CH:23]=3)[N:18]([C:26]3[CH:31]=[CH:30][CH:29]=[CH:28][CH:27]=3)[C:17]=2Cl)=[O:15])[CH2:10][CH2:9]1)=[O:7])([CH3:4])([CH3:3])[CH3:2].[CH3:33][C:34]1[CH:39]=[CH:38][CH:37]=[CH:36][C:35]=1[OH:40], predict the reaction product. The product is: [C:1]([O:5][C:6]([N:8]1[CH2:13][CH2:12][N:11]([C:14]([C:16]2[C:24]3[C:19](=[CH:20][C:21]([Cl:25])=[CH:22][CH:23]=3)[N:18]([C:26]3[CH:31]=[CH:30][CH:29]=[CH:28][CH:27]=3)[C:17]=2[O:40][C:35]2[CH:36]=[CH:37][CH:38]=[CH:39][C:34]=2[CH3:33])=[O:15])[CH2:10][CH2:9]1)=[O:7])([CH3:3])([CH3:4])[CH3:2]. (8) The product is: [CH:14]1([C:3]2[C:2]([C:21]3[CH:22]=[CH:23][C:18]([F:17])=[CH:19][CH:20]=3)=[CH:11][C:6]([C:7]([O:9][CH3:10])=[O:8])=[C:5]([O:12][CH3:13])[CH:4]=2)[CH2:16][CH2:15]1. Given the reactants Br[C:2]1[C:3]([CH:14]2[CH2:16][CH2:15]2)=[CH:4][C:5]([O:12][CH3:13])=[C:6]([CH:11]=1)[C:7]([O:9][CH3:10])=[O:8].[F:17][C:18]1[CH:23]=[CH:22][C:21](B(O)O)=[CH:20][CH:19]=1, predict the reaction product. (9) Given the reactants [CH2:1]([O:3][C:4]([C:6]1[S:10][C:9]2[CH:11]=[CH:12][C:13]([N+:15]([O-])=O)=[CH:14][C:8]=2[CH:7]=1)=[O:5])[CH3:2], predict the reaction product. The product is: [CH2:1]([O:3][C:4]([C:6]1[S:10][C:9]2[CH:11]=[CH:12][C:13]([NH2:15])=[CH:14][C:8]=2[CH:7]=1)=[O:5])[CH3:2]. (10) Given the reactants [O:1]1[CH2:12][C@@H:2]1[CH2:3][O:4][CH2:5][C:6]1[CH:11]=[CH:10][CH:9]=[CH:8][CH:7]=1.[NH3:13], predict the reaction product. The product is: [NH2:13][CH2:12][C@@H:2]([OH:1])[CH2:3][O:4][CH2:5][C:6]1[CH:11]=[CH:10][CH:9]=[CH:8][CH:7]=1.